From a dataset of Reaction yield outcomes from USPTO patents with 853,638 reactions. Predict the reaction yield, written as a fraction of the theoretical maximum amount of product (1.0 means a 100% yield; for example, 0.34 means a 34% yield). (1) The reactants are [CH3:1][C:2]1([CH3:20])[CH2:6][N:5]([C:7]2[N:12]=[CH:11][C:10]([C:13]#[C:14][Si](C)(C)C)=[CH:9]N=2)[C:4](=[O:19])[CH2:3]1.[F:21][C:22]1[CH:27]=[CH:26][C:25](I)=[CH:24][CH:23]=1.[CH3:29]CN(CC)CC.CCCC[N+](CCCC)(CCCC)CCCC.[F-].C1COCC1. The catalyst is CN(C=O)C.C1C=CC(P(C2C=CC=CC=2)C2C=CC=CC=2)=CC=1.C1C=CC(P(C2C=CC=CC=2)C2C=CC=CC=2)=CC=1.Cl[Pd]Cl.[Cu]I. The product is [F:21][C:22]1[CH:27]=[CH:26][C:25]([C:14]#[C:13][C:10]2[CH:9]=[CH:29][C:7]([N:5]3[CH2:6][C:2]([CH3:1])([CH3:20])[CH2:3][C:4]3=[O:19])=[N:12][CH:11]=2)=[CH:24][CH:23]=1. The yield is 0.730. (2) The reactants are [Cl:1][C:2]1[CH:7]=[C:6]([Cl:8])[CH:5]=[CH:4][C:3]=1[C:9]1[N:10]=[C:11](/[CH:15]=[CH:16]/[C:17]2[CH:22]=[CH:21][C:20]([C:23]3[CH:28]=[CH:27][C:26]([O:29][CH3:30])=[CH:25][CH:24]=3)=[CH:19][CH:18]=2)[N:12]([CH3:14])[CH:13]=1.BrC[CH2:33][CH2:34][CH2:35][C:36]([O:38][CH3:39])=[O:37]. No catalyst specified. The product is [CH3:39][O:38][C:36](=[O:37])[CH2:35][CH2:34][CH2:33][CH2:30][O:29][C:26]1[CH:25]=[CH:24][C:23]([C:20]2[CH:21]=[CH:22][C:17](/[CH:16]=[CH:15]/[C:11]3[N:12]([CH3:14])[CH:13]=[C:9]([C:3]4[CH:4]=[CH:5][C:6]([Cl:8])=[CH:7][C:2]=4[Cl:1])[N:10]=3)=[CH:18][CH:19]=2)=[CH:28][CH:27]=1. The yield is 0.580. (3) The yield is 0.670. The catalyst is C1COCC1. The reactants are C(O[C:6]([N:8]1[CH2:11][C:10]2([CH2:14][N:13]([CH2:15][CH2:16][OH:17])[CH2:12]2)[CH2:9]1)=O)(C)(C)C.[H-].[Al+3].[Li+].[H-].[H-].[H-]. The product is [CH3:6][N:8]1[CH2:11][C:10]2([CH2:14][N:13]([CH2:15][CH2:16][OH:17])[CH2:12]2)[CH2:9]1.